Task: Regression. Given two drug SMILES strings and cell line genomic features, predict the synergy score measuring deviation from expected non-interaction effect.. Dataset: NCI-60 drug combinations with 297,098 pairs across 59 cell lines (1) Drug 1: COC1=CC(=CC(=C1O)OC)C2C3C(COC3=O)C(C4=CC5=C(C=C24)OCO5)OC6C(C(C7C(O6)COC(O7)C8=CC=CS8)O)O. Drug 2: CC1=CC2C(CCC3(C2CCC3(C(=O)C)OC(=O)C)C)C4(C1=CC(=O)CC4)C. Cell line: 786-0. Synergy scores: CSS=18.8, Synergy_ZIP=4.07, Synergy_Bliss=7.05, Synergy_Loewe=-35.0, Synergy_HSA=5.89. (2) Drug 1: C1=NC2=C(N=C(N=C2N1C3C(C(C(O3)CO)O)O)F)N. Drug 2: CCN(CC)CCCC(C)NC1=C2C=C(C=CC2=NC3=C1C=CC(=C3)Cl)OC. Cell line: LOX IMVI. Synergy scores: CSS=11.4, Synergy_ZIP=5.06, Synergy_Bliss=3.69, Synergy_Loewe=-25.2, Synergy_HSA=-2.73. (3) Drug 1: C1=CC(=CC=C1CC(C(=O)O)N)N(CCCl)CCCl.Cl. Drug 2: CN1C(=O)N2C=NC(=C2N=N1)C(=O)N. Cell line: SN12C. Synergy scores: CSS=16.6, Synergy_ZIP=-5.01, Synergy_Bliss=3.38, Synergy_Loewe=-9.18, Synergy_HSA=2.38. (4) Cell line: HT29. Drug 1: CC1=C(C=C(C=C1)NC(=O)C2=CC=C(C=C2)CN3CCN(CC3)C)NC4=NC=CC(=N4)C5=CN=CC=C5. Synergy scores: CSS=3.23, Synergy_ZIP=0.180, Synergy_Bliss=3.09, Synergy_Loewe=-6.23, Synergy_HSA=-3.41. Drug 2: C1CNP(=O)(OC1)N(CCCl)CCCl. (5) Drug 1: C1=NC2=C(N1)C(=S)N=C(N2)N. Drug 2: CC1=C(C=C(C=C1)NC(=O)C2=CC=C(C=C2)CN3CCN(CC3)C)NC4=NC=CC(=N4)C5=CN=CC=C5. Cell line: NCI/ADR-RES. Synergy scores: CSS=37.9, Synergy_ZIP=-3.25, Synergy_Bliss=-3.02, Synergy_Loewe=-12.7, Synergy_HSA=-3.63.